This data is from Full USPTO retrosynthesis dataset with 1.9M reactions from patents (1976-2016). The task is: Predict the reactants needed to synthesize the given product. (1) The reactants are: [NH2:1][C:2]1[CH:7]=[CH:6][C:5]([C:8]2[C:16]3[C:11](=[N:12][CH:13]=[N:14][C:15]=3[NH2:17])[N:10]([CH:18]3[CH2:23][CH2:22][N:21]([CH:24]4[CH2:29][CH2:28][N:27]([CH3:30])[CH2:26][CH2:25]4)[CH2:20][CH2:19]3)[N:9]=2)=[CH:4][C:3]=1[O:31][CH3:32].[CH3:33][N:34]([CH3:44])[C:35]1[CH:40]=[CH:39][C:38]([C:41](Cl)=[O:42])=[CH:37][CH:36]=1. Given the product [NH2:17][C:15]1[N:14]=[CH:13][N:12]=[C:11]2[N:10]([CH:18]3[CH2:23][CH2:22][N:21]([CH:24]4[CH2:29][CH2:28][N:27]([CH3:30])[CH2:26][CH2:25]4)[CH2:20][CH2:19]3)[N:9]=[C:8]([C:5]3[CH:6]=[CH:7][C:2]([NH:1][C:41](=[O:42])[C:38]4[CH:37]=[CH:36][C:35]([N:34]([CH3:33])[CH3:44])=[CH:40][CH:39]=4)=[C:3]([O:31][CH3:32])[CH:4]=3)[C:16]=12, predict the reactants needed to synthesize it. (2) Given the product [NH2:1][C:2](=[O:16])[CH:3]([CH3:15])[O:4][C:5]1[C:9]([Br:10])=[CH:8][S:7][C:6]=1[C:11]([OH:13])=[O:12], predict the reactants needed to synthesize it. The reactants are: [NH2:1][C:2](=[O:16])[CH:3]([CH3:15])[O:4][C:5]1[C:9]([Br:10])=[CH:8][S:7][C:6]=1[C:11]([O:13]C)=[O:12].CO.C(=O)([O-])[O-].[K+].[K+]. (3) Given the product [CH3:1][O:2][C:3]([C:5]1[N:33]([CH2:32][C:31]2[CH:30]=[CH:29][C:28]([C:26]3[N:25]=[N:24][S:23][CH:27]=3)=[CH:35][CH:34]=2)[C:7](=[O:6])[C:8]2[C:13]([C:14]=1[C:15]1[CH:20]=[CH:19][CH:18]=[CH:17][CH:16]=1)=[CH:12][C:11]([Br:21])=[CH:10][CH:9]=2)=[O:4], predict the reactants needed to synthesize it. The reactants are: [CH3:1][O:2][C:3]([C:5]1[O:6][C:7](=O)[C:8]2[C:13]([C:14]=1[C:15]1[CH:20]=[CH:19][CH:18]=[CH:17][CH:16]=1)=[CH:12][C:11]([Br:21])=[CH:10][CH:9]=2)=[O:4].[S:23]1[CH:27]=[C:26]([C:28]2[CH:35]=[CH:34][C:31]([CH2:32][NH2:33])=[CH:30][CH:29]=2)[N:25]=[N:24]1.C(N(CC)CC)C. (4) Given the product [N+:10]([C:3]1[CH:4]=[C:5]([C:6]2[NH:15][N:14]=[N:13][N:7]=2)[CH:8]=[CH:9][C:2]=1[NH2:1])([O-:12])=[O:11], predict the reactants needed to synthesize it. The reactants are: [NH2:1][C:2]1[CH:9]=[CH:8][C:5]([C:6]#[N:7])=[CH:4][C:3]=1[N+:10]([O-:12])=[O:11].[N-:13]=[N+:14]=[N-:15].[Na+].Cl. (5) Given the product [CH2:1]([N:3]1[CH2:7][CH2:6][C@H:5]([CH2:8][CH2:9][NH2:10])[CH2:4]1)[CH3:2], predict the reactants needed to synthesize it. The reactants are: [CH2:1]([N:3]1[CH2:7][CH2:6][C@@H:5]([CH2:8][CH2:9][NH2:10])[CH2:4]1)[CH3:2].C(N1CC[C@H](CC#N)C1)C. (6) Given the product [C:1]([C:3](=[C:9]([O:15][C:20](=[O:25])[C:21]([CH3:24])([CH3:23])[CH3:22])[CH:10]([CH2:13][CH3:14])[CH2:11][CH3:12])[C:4]([O:6][CH2:7][CH3:8])=[O:5])#[N:2], predict the reactants needed to synthesize it. The reactants are: [C:1]([C:3](=[C:9]([OH:15])[CH:10]([CH2:13][CH3:14])[CH2:11][CH3:12])[C:4]([O:6][CH2:7][CH3:8])=[O:5])#[N:2].O(C)[Na].[Na].[C:20](Cl)(=[O:25])[C:21]([CH3:24])([CH3:23])[CH3:22].